This data is from Forward reaction prediction with 1.9M reactions from USPTO patents (1976-2016). The task is: Predict the product of the given reaction. (1) Given the reactants [NH:1]1[C:5]2=[N:6][CH:7]=[C:8]([C:10]([OH:12])=O)[CH:9]=[C:4]2[CH:3]=[CH:2]1.O[N:14]=[C:15]([NH2:22])[C:16]1[CH:21]=[CH:20][CH:19]=[N:18][CH:17]=1.N, predict the reaction product. The product is: [N:18]1[CH:19]=[CH:20][CH:21]=[C:16]([C:15]2[N:22]=[C:10]([C:8]3[CH:9]=[C:4]4[CH:3]=[CH:2][NH:1][C:5]4=[N:6][CH:7]=3)[O:12][N:14]=2)[CH:17]=1. (2) Given the reactants [C:1]([C@H:5]1[CH2:10][CH2:9][C@H:8]([O:11][C:12]2[CH:13]=[C:14]3[C:19](=[CH:20][CH:21]=2)[C:18]([CH2:22][OH:23])=[CH:17][CH:16]=[CH:15]3)[CH2:7][CH2:6]1)([CH3:4])([CH3:3])[CH3:2], predict the reaction product. The product is: [C:1]([C@H:5]1[CH2:10][CH2:9][C@H:8]([O:11][C:12]2[CH:13]=[C:14]3[C:19](=[CH:20][CH:21]=2)[C:18]([CH:22]=[O:23])=[CH:17][CH:16]=[CH:15]3)[CH2:7][CH2:6]1)([CH3:4])([CH3:2])[CH3:3]. (3) The product is: [C:1]([O:5][C:6]([NH:8][N:9]=[CH:10][C:11]1[CH:12]=[CH:13][C:14]([O:17][C:20](=[O:21])[N:19]([CH3:23])[CH3:18])=[CH:15][CH:16]=1)=[O:7])([CH3:4])([CH3:2])[CH3:3]. Given the reactants [C:1]([O:5][C:6]([NH:8][N:9]=[CH:10][C:11]1[CH:16]=[CH:15][C:14]([OH:17])=[CH:13][CH:12]=1)=[O:7])([CH3:4])([CH3:3])[CH3:2].[CH3:18][N:19]([CH3:23])[C:20](Cl)=[O:21], predict the reaction product. (4) Given the reactants C(Cl)(=O)C(Cl)=O.CS(C)=O.[CH3:11][O:12][CH2:13][CH2:14][NH:15][C:16]([NH:18][C:19]1[CH:20]=[C:21]([CH:24]=[CH:25][CH:26]=1)[CH2:22][OH:23])=[O:17].C(N(CC)CC)C, predict the reaction product. The product is: [CH3:11][O:12][CH2:13][CH2:14][NH:15][C:16]([NH:18][C:19]1[CH:20]=[C:21]([CH:24]=[CH:25][CH:26]=1)[CH:22]=[O:23])=[O:17]. (5) Given the reactants [Cl:1][C:2]1[CH:7]=[CH:6][C:5](/[CH:8]=[CH:9]/[C:10]2[CH:15]=[CH:14][CH:13]=[C:12]([O:16]COC)[CH:11]=2)=[CH:4][CH:3]=1.Cl, predict the reaction product. The product is: [Cl:1][C:2]1[CH:7]=[CH:6][C:5]([CH:8]=[CH:9][C:10]2[CH:11]=[C:12]([OH:16])[CH:13]=[CH:14][CH:15]=2)=[CH:4][CH:3]=1. (6) Given the reactants [I:1][C:2]1[CH:8]=[CH:7][C:5]([NH2:6])=[CH:4][CH:3]=1.[Cl:9][C:10]1[CH:17]=[C:16]([O:18][CH:19]2[CH2:24][CH2:23][CH2:22][CH2:21][O:20]2)[CH:15]=[CH:14][C:11]=1[CH:12]=O.S([O-])([O-])(=O)=O.[Mg+2].[BH4-].[Na+].C(=O)(O)[O-].[Na+], predict the reaction product. The product is: [Cl:9][C:10]1[CH:17]=[C:16]([O:18][CH:19]2[CH2:24][CH2:23][CH2:22][CH2:21][O:20]2)[CH:15]=[CH:14][C:11]=1[CH2:12][NH:6][C:5]1[CH:7]=[CH:8][C:2]([I:1])=[CH:3][CH:4]=1.